From a dataset of Full USPTO retrosynthesis dataset with 1.9M reactions from patents (1976-2016). Predict the reactants needed to synthesize the given product. (1) Given the product [C:21]([O:20][C:18](=[O:19])[NH:7][CH2:6][C:5]1[CH:8]=[CH:9][CH:10]=[C:3]([I:2])[CH:4]=1)([CH3:24])([CH3:23])[CH3:22], predict the reactants needed to synthesize it. The reactants are: Cl.[I:2][C:3]1[CH:4]=[C:5]([CH:8]=[CH:9][CH:10]=1)[CH2:6][NH2:7].C(N(CC)CC)C.[C:18](O[C:18]([O:20][C:21]([CH3:24])([CH3:23])[CH3:22])=[O:19])([O:20][C:21]([CH3:24])([CH3:23])[CH3:22])=[O:19]. (2) Given the product [CH3:43][O:42][C:38]1[CH:37]=[C:36]([NH:35][CH:28]([C:29]2[CH:34]=[CH:33][CH:32]=[CH:31][CH:30]=2)[C:26]([C:19]2[C:20]3[C:25](=[CH:24][CH:23]=[CH:22][CH:21]=3)[N:17]([CH2:16][CH2:15][O:14][CH:9]3[CH2:10][CH2:11][CH2:12][CH2:13][O:8]3)[N:18]=2)=[O:27])[CH:41]=[CH:40][CH:39]=1.[OH:14][CH2:15][CH2:16][N:17]1[C:25]2[C:20](=[CH:21][CH:22]=[CH:23][CH:24]=2)[C:19]([C:26](=[O:27])[CH:28]([NH:35][C:36]2[CH:41]=[CH:40][CH:39]=[C:38]([O:42][CH3:43])[CH:37]=2)[C:29]2[CH:30]=[CH:31][CH:32]=[CH:33][CH:34]=2)=[N:18]1, predict the reactants needed to synthesize it. The reactants are: C(N(CC)CC)C.[O:8]1[CH2:13][CH2:12][CH2:11][CH2:10][CH:9]1[O:14][CH2:15][CH2:16][N:17]1[C:25]2[C:20](=[CH:21][CH:22]=[CH:23][CH:24]=2)[C:19]([CH:26]=[O:27])=[N:18]1.[CH:28](=[N:35][C:36]1[CH:41]=[CH:40][CH:39]=[C:38]([O:42][CH3:43])[CH:37]=1)[C:29]1[CH:34]=[CH:33][CH:32]=[CH:31][CH:30]=1. (3) The reactants are: [CH2:1]([O:3][C:4]([C:6]1([C:9]2[CH:14]=[CH:13][C:12]([C:15]3[CH:20]=[CH:19][C:18]([C:21]4[O:25][N:24]=[C:23]([CH3:26])[C:22]=4[CH2:27][NH:28][CH2:29][C@@H:30]([C:32]4[CH:37]=[CH:36][CH:35]=[CH:34][CH:33]=4)[CH3:31])=[CH:17][CH:16]=3)=[CH:11][CH:10]=2)[CH2:8][CH2:7]1)=[O:5])[CH3:2].[CH:38](=O)[CH3:39]. Given the product [CH2:1]([O:3][C:4]([C:6]1([C:9]2[CH:10]=[CH:11][C:12]([C:15]3[CH:20]=[CH:19][C:18]([C:21]4[O:25][N:24]=[C:23]([CH3:26])[C:22]=4[CH2:27][N:28]([CH2:38][CH3:39])[CH2:29][C@@H:30]([C:32]4[CH:33]=[CH:34][CH:35]=[CH:36][CH:37]=4)[CH3:31])=[CH:17][CH:16]=3)=[CH:13][CH:14]=2)[CH2:7][CH2:8]1)=[O:5])[CH3:2], predict the reactants needed to synthesize it. (4) Given the product [Cl:19][C:16]1[CH:17]=[CH:18][C:9]([NH:8][CH2:3][C:2]([F:7])([F:6])[F:1])=[C:10]([CH:15]=1)[C:11]([O:13][CH3:14])=[O:12], predict the reactants needed to synthesize it. The reactants are: [F:1][C:2]([F:7])([F:6])[C:3](O)=O.[NH2:8][C:9]1[CH:18]=[CH:17][C:16]([Cl:19])=[CH:15][C:10]=1[C:11]([O:13][CH3:14])=[O:12].C([BH3-])#N.[Na+].O.FC(F)(F)C=O.C(=O)(O)[O-].[Na+]. (5) Given the product [F:32][C:29]1[CH:28]=[CH:27][C:26]([CH2:25][N:22]2[CH:21]=[C:20]([C:33]([O:35][CH3:36])=[O:34])[C:11]3[N:12]4[CH2:17][CH2:16][N:15]([CH3:18])[C:14](=[O:19])[C:13]4=[C:9]([OH:8])[C:10]=3[C:23]2=[O:24])=[CH:31][CH:30]=1, predict the reactants needed to synthesize it. The reactants are: C([O:8][C:9]1[C:10]2[C:23](=[O:24])[N:22]([CH2:25][C:26]3[CH:31]=[CH:30][C:29]([F:32])=[CH:28][CH:27]=3)[CH:21]=[C:20]([C:33]([O:35][CH3:36])=[O:34])[C:11]=2[N:12]2[CH2:17][CH2:16][N:15]([CH3:18])[C:14](=[O:19])[C:13]=12)C1C=CC=CC=1.Br.